From a dataset of Forward reaction prediction with 1.9M reactions from USPTO patents (1976-2016). Predict the product of the given reaction. Given the reactants [CH2:1]([N:8]1[C:12]2([CH2:16][CH2:15][NH:14][CH2:13]2)[CH2:11][CH2:10][CH2:9]1)[C:2]1[CH:7]=[CH:6][CH:5]=[CH:4][CH:3]=1.Br[C:18]1[CH:19]=[N:20][CH:21]=[C:22]([O:24][CH2:25][CH3:26])[CH:23]=1.CC(C)([O-])C.[K+], predict the reaction product. The product is: [CH2:1]([N:8]1[C:12]2([CH2:16][CH2:15][N:14]([C:18]3[CH:19]=[N:20][CH:21]=[C:22]([O:24][CH2:25][CH3:26])[CH:23]=3)[CH2:13]2)[CH2:11][CH2:10][CH2:9]1)[C:2]1[CH:3]=[CH:4][CH:5]=[CH:6][CH:7]=1.